Dataset: Catalyst prediction with 721,799 reactions and 888 catalyst types from USPTO. Task: Predict which catalyst facilitates the given reaction. (1) Reactant: [C:1]([C:4]1[CH:9]=[CH:8][CH:7]=[CH:6][N:5]=1)(=[O:3])[CH3:2].C(Cl)Cl.CCN(C(C)C)C(C)C.[Si:22](OS(C(F)(F)F)(=O)=O)([CH:29]([CH3:31])[CH3:30])([CH:26]([CH3:28])[CH3:27])[CH:23]([CH3:25])[CH3:24]. Product: [CH:23]([Si:22]([CH:29]([CH3:31])[CH3:30])([CH:26]([CH3:28])[CH3:27])[O:3][C:1]([C:4]1[CH:9]=[CH:8][CH:7]=[CH:6][N:5]=1)=[CH2:2])([CH3:25])[CH3:24]. The catalyst class is: 28. (2) Reactant: [NH2:1][C:2]1[CH:7]=[CH:6][CH:5]=[CH:4][C:3]=1[NH:8][C:9]([C:11]1[C:16]([NH2:17])=[N:15][CH:14]=[CH:13][N:12]=1)=O.O. Product: [NH2:17][C:16]1[C:11]([C:9]2[NH:1][C:2]3[CH:7]=[CH:6][CH:5]=[CH:4][C:3]=3[N:8]=2)=[N:12][CH:13]=[CH:14][N:15]=1. The catalyst class is: 15.